Task: Predict the reaction yield, written as a fraction of the theoretical maximum amount of product (1.0 means a 100% yield; for example, 0.34 means a 34% yield).. Dataset: Reaction yield outcomes from USPTO patents with 853,638 reactions (1) The product is [C:1]([C@H:19]([CH:16]1[CH2:17][CH2:18][C:13]([F:12])([F:30])[CH2:14][CH2:15]1)[NH:20][S@:21]([C:23]1[CH:28]=[CH:27][C:26]([CH3:29])=[CH:25][CH:24]=1)=[O:22])#[N:2]. The reactants are [C-:1]#[N:2].C([Al+]CC)C.CC(O)C.[F:12][C:13]1([F:30])[CH2:18][CH2:17][CH:16](/[CH:19]=[N:20]/[S@:21]([C:23]2[CH:28]=[CH:27][C:26]([CH3:29])=[CH:25][CH:24]=2)=[O:22])[CH2:15][CH2:14]1.[NH4+].[Cl-]. The yield is 0.260. The catalyst is C1(C)C=CC=CC=1.C1COCC1.C(OCC)(=O)C.O. (2) The reactants are [O:1]1[CH2:6][CH2:5][N:4]([C:7]2[N:12]=[C:11]([N:13]3[CH2:18][CH2:17][O:16][CH2:15][CH2:14]3)[N:10]=[C:9]([C:19]3[CH:24]=[CH:23][C:22]([NH:25][C:26](=[O:37])[NH:27][C:28]4[CH:36]=[CH:35][C:31]([C:32](O)=[O:33])=[CH:30][CH:29]=4)=[CH:21][CH:20]=3)[N:8]=2)[CH2:3][CH2:2]1.CCN(C(C)C)C(C)C.CN(C(ON1N=NC2C=CC=CC1=2)=[N+](C)C)C.F[P-](F)(F)(F)(F)F.[CH3:71][N:72]1[CH2:77][CH2:76][NH:75][CH2:74][CH2:73]1. The catalyst is CN1C(=O)CCC1. The product is [O:1]1[CH2:6][CH2:5][N:4]([C:7]2[N:12]=[C:11]([N:13]3[CH2:14][CH2:15][O:16][CH2:17][CH2:18]3)[N:10]=[C:9]([C:19]3[CH:24]=[CH:23][C:22]([NH:25][C:26]([NH:27][C:28]4[CH:36]=[CH:35][C:31]([C:32]([N:75]5[CH2:76][CH2:77][N:72]([CH3:71])[CH2:73][CH2:74]5)=[O:33])=[CH:30][CH:29]=4)=[O:37])=[CH:21][CH:20]=3)[N:8]=2)[CH2:3][CH2:2]1. The yield is 0.540. (3) The product is [O:24]=[C:15]1[C:16]2[C:21](=[CH:20][CH:19]=[CH:18][CH:17]=2)[C:22](=[O:23])[N:14]1[CH2:13][CH2:12][C:11]1([CH2:10][OH:9])[CH2:1][CH2:25]1. The reactants are [CH2:1]([Zn]CC)C.ClCI.[OH:9][CH2:10][C:11](=[CH2:25])[CH2:12][CH2:13][N:14]1[C:22](=[O:23])[C:21]2[C:16](=[CH:17][CH:18]=[CH:19][CH:20]=2)[C:15]1=[O:24].[NH4+].[Cl-]. The catalyst is C(Cl)Cl. The yield is 0.640. (4) The reactants are [CH:1]1([N:4]2[C:13]3[C:8](=[CH:9][C:10]([F:17])=[C:11](F)[C:12]=3[O:14][CH3:15])[C:7](=[O:18])[C:6]([C:19]([OH:21])=[O:20])=[CH:5]2)[CH2:3][CH2:2]1.[CH3:22][CH:23]1[CH2:28][NH:27][CH2:26][CH2:25][NH:24]1.O. The catalyst is CS(C)=O. The product is [CH3:22][CH:23]1[NH:24][CH2:25][CH2:26][N:27]([C:11]2[C:12]([O:14][CH3:15])=[C:13]3[N:4]([CH:1]4[CH2:3][CH2:2]4)[CH:5]=[C:6]([C:19]([OH:21])=[O:20])[C:7](=[O:18])[C:8]3=[CH:9][C:10]=2[F:17])[CH2:28]1. The yield is 0.758. (5) The reactants are [CH:1]1([S:4]([C:7]2[CH:12]=[CH:11][C:10]([CH:13]([C:36]3[NH:40][C:39]([C:41]4[S:42][CH:43]=[CH:44][N:45]=4)=[CH:38][CH:37]=3)[CH2:14][C@H:15]3[CH2:35][CH2:34][C:17]4(O[C@H](C5C=CC=CC=5)[C@@H](C5C=CC=CC=5)[O:18]4)[CH2:16]3)=[CH:9][CH:8]=2)(=[O:6])=[O:5])[CH2:3][CH2:2]1.S(=O)(=O)(O)O.C(=O)([O-])O.[Na+]. The catalyst is O1CCOCC1. The product is [CH:1]1([S:4]([C:7]2[CH:12]=[CH:11][C:10]([CH:13]([C:36]3[NH:40][C:39]([C:41]4[S:42][CH:43]=[CH:44][N:45]=4)=[CH:38][CH:37]=3)[CH2:14][C@H:15]3[CH2:35][CH2:34][C:17](=[O:18])[CH2:16]3)=[CH:9][CH:8]=2)(=[O:6])=[O:5])[CH2:3][CH2:2]1. The yield is 0.430.